This data is from Forward reaction prediction with 1.9M reactions from USPTO patents (1976-2016). The task is: Predict the product of the given reaction. (1) Given the reactants [F:1][C:2]1[CH:3]=[CH:4][C:5]([O:23][CH3:24])=[C:6]([C@H:8]2[CH2:12][CH2:11][CH2:10][N:9]2[C:13]2[CH:18]=[CH:17][N:16]3[N:19]=[CH:20][C:21]([NH2:22])=[C:15]3[N:14]=2)[CH:7]=1.CCN(C(C)C)C(C)C.C1N=CN([C:39]([N:41]2[CH:45]=N[CH:43]=[CH:42]2)=[O:40])C=1.N1CC[C@H:48]([OH:51])C1, predict the reaction product. The product is: [F:1][C:2]1[CH:3]=[CH:4][C:5]([O:23][CH3:24])=[C:6]([C@H:8]2[CH2:12][CH2:11][CH2:10][N:9]2[C:13]2[CH:18]=[CH:17][N:16]3[N:19]=[CH:20][C:21]([NH:22][C:39]([N:41]4[CH2:42][CH2:43][C@H:48]([OH:51])[CH2:45]4)=[O:40])=[C:15]3[N:14]=2)[CH:7]=1. (2) Given the reactants F[C:2](F)(F)C(O)=O.[NH2:8][C:9]1[C:14]([C:15]([C:17]2[CH:22]=[C:21]([F:23])[CH:20]=[CH:19][C:18]=2[O:24][CH3:25])=[O:16])=[CH:13]N=[C:11]([NH:26][CH:27]2[CH2:32][CH2:31][NH:30][CH2:29][CH2:28]2)[N:10]=1.[CH:33]([S:36](Cl)(=[O:38])=[O:37])([CH3:35])[CH3:34], predict the reaction product. The product is: [NH2:8][C:9]1[C:14]([C:15]([C:17]2[CH:22]=[C:21]([F:23])[CH:20]=[CH:19][C:18]=2[O:24][CH3:25])=[O:16])=[CH:13][CH:2]=[C:11]([NH:26][CH:27]2[CH2:32][CH2:31][N:30]([S:36]([CH:33]([CH3:35])[CH3:34])(=[O:38])=[O:37])[CH2:29][CH2:28]2)[N:10]=1. (3) Given the reactants [NH2:1][C:2]1[C:11]([Cl:12])=[C:10](F)[C:9]([O:14][CH3:15])=[C:8]2[C:3]=1[C:4](=[O:22])[C:5]([C:19]([OH:21])=[O:20])=[CH:6][N:7]2[CH:16]1[CH2:18][CH2:17]1.[N:23]1[CH:28]=[CH:27][CH:26]=[CH:25][C:24]=1[NH:29][CH2:30][CH2:31][NH2:32].C(N(CC)CC)C.CC(O)=O, predict the reaction product. The product is: [NH2:1][C:2]1[C:11]([Cl:12])=[C:10]([NH:32][CH2:31][CH2:30][NH:29][C:24]2[CH:25]=[CH:26][CH:27]=[CH:28][N:23]=2)[C:9]([O:14][CH3:15])=[C:8]2[C:3]=1[C:4](=[O:22])[C:5]([C:19]([OH:21])=[O:20])=[CH:6][N:7]2[CH:16]1[CH2:18][CH2:17]1. (4) Given the reactants [NH2:1][C:2]1[N:3]=[N:4][C:5]([Cl:8])=[CH:6][CH:7]=1.CO[CH:11](OC)[N:12]([CH3:14])[CH3:13], predict the reaction product. The product is: [Cl:8][C:5]1[N:4]=[N:3][C:2]([N:1]=[CH:11][N:12]([CH3:14])[CH3:13])=[CH:7][CH:6]=1. (5) Given the reactants [C:1]([O:5][C:6]([N:8]1[CH2:12][C@H:11]([S:13][CH2:14][C:15]2[CH:20]=[CH:19][C:18]([O:21][CH3:22])=[CH:17][CH:16]=2)[CH2:10][C@H:9]1[CH2:23][NH:24][CH2:25][C:26]1[CH:31]=[C:30]([F:32])[CH:29]=[CH:28][C:27]=1[F:33])=[O:7])([CH3:4])([CH3:3])[CH3:2].Br[CH2:35][C:36]([O:38][C:39]([CH3:42])([CH3:41])[CH3:40])=[O:37].C([O-])([O-])=O.[K+].[K+], predict the reaction product. The product is: [C:1]([O:5][C:6]([N:8]1[CH2:12][C@H:11]([S:13][CH2:14][C:15]2[CH:20]=[CH:19][C:18]([O:21][CH3:22])=[CH:17][CH:16]=2)[CH2:10][C@H:9]1[CH2:23][N:24]([CH2:35][C:36]([O:38][C:39]([CH3:42])([CH3:41])[CH3:40])=[O:37])[CH2:25][C:26]1[CH:31]=[C:30]([F:32])[CH:29]=[CH:28][C:27]=1[F:33])=[O:7])([CH3:4])([CH3:2])[CH3:3]. (6) Given the reactants [Cl-].O[NH3+:3].[C:4](=[O:7])([O-])[OH:5].[Na+].CS(C)=O.[CH2:13]([C:20]1[C:25](=[O:26])[N:24]([CH2:27][C:28]2[CH:33]=[CH:32][C:31]([C:34]3[C:35]([C:40]#[N:41])=[CH:36][CH:37]=[CH:38][CH:39]=3)=[CH:30][CH:29]=2)[C:23]([CH2:42][CH2:43][CH3:44])=[N:22][C:21]=1[CH3:45])[C:14]1[CH:19]=[CH:18][CH:17]=[CH:16][CH:15]=1, predict the reaction product. The product is: [CH2:13]([C:20]1[C:25](=[O:26])[N:24]([CH2:27][C:28]2[CH:33]=[CH:32][C:31]([C:34]3[CH:39]=[CH:38][CH:37]=[CH:36][C:35]=3[C:40]3[NH:3][C:4](=[O:7])[O:5][N:41]=3)=[CH:30][CH:29]=2)[C:23]([CH2:42][CH2:43][CH3:44])=[N:22][C:21]=1[CH3:45])[C:14]1[CH:15]=[CH:16][CH:17]=[CH:18][CH:19]=1. (7) Given the reactants [CH:1]([C:3]1[N:7]([CH3:8])[CH:6]=[N:5][C:4]=1[C:9]1[CH:10]=[CH:11][C:12]([CH3:32])=[C:13]([NH:15][C:16](=[O:31])[C:17]2[CH:22]=[CH:21][C:20]([O:23][CH2:24][C:25]3[CH:30]=[CH:29][CH:28]=[CH:27][N:26]=3)=[CH:19][CH:18]=2)[CH:14]=1)=[O:2].[BH4-].[Na+].O, predict the reaction product. The product is: [OH:2][CH2:1][C:3]1[N:7]([CH3:8])[CH:6]=[N:5][C:4]=1[C:9]1[CH:10]=[CH:11][C:12]([CH3:32])=[C:13]([NH:15][C:16](=[O:31])[C:17]2[CH:18]=[CH:19][C:20]([O:23][CH2:24][C:25]3[CH:30]=[CH:29][CH:28]=[CH:27][N:26]=3)=[CH:21][CH:22]=2)[CH:14]=1. (8) Given the reactants Cl[C:2]1[C:3]2[O:10][C:9]3[CH:11]=[CH:12][CH:13]=[CH:14][C:8]=3[C:4]=2[N:5]=[CH:6][N:7]=1.[C:15]1(B(O)O)[CH:20]=[CH:19][CH:18]=[CH:17][CH:16]=1.C(=O)([O-])[O-].[Na+].[Na+].O, predict the reaction product. The product is: [C:15]1([C:2]2[C:3]3[O:10][C:9]4[CH:11]=[CH:12][CH:13]=[CH:14][C:8]=4[C:4]=3[N:5]=[CH:6][N:7]=2)[CH:20]=[CH:19][CH:18]=[CH:17][CH:16]=1. (9) Given the reactants [CH2:1]([O:3][C:4](=[O:40])[CH2:5][O:6][C:7]1[CH:8]=[C:9]([C:30]2[CH:35]=[CH:34][CH:33]=[CH:32][C:31]=2[S:36]([CH3:39])(=[O:38])=[O:37])[CH:10]=[CH:11][C:12]=1[CH2:13][CH2:14][NH:15][S:16]([C:19]1[CH:24]=[C:23]([C:25](=[NH:28])[NH:26][OH:27])[CH:22]=[CH:21][C:20]=1[OH:29])(=[O:18])=[O:17])[CH3:2].[CH2:41](O)[CH2:42]CC.[ClH:46], predict the reaction product. The product is: [ClH:46].[CH2:1]([O:3][C:4](=[O:40])[CH2:5][O:6][C:7]1[CH:8]=[C:9]([C:30]2[CH:35]=[CH:34][CH:33]=[CH:32][C:31]=2[S:36]([CH3:39])(=[O:37])=[O:38])[CH:10]=[CH:11][C:12]=1[CH2:13][CH2:14][NH:15][S:16]([C:19]1[CH:24]=[C:23]([C:25](=[NH:28])[NH:26][OH:27])[CH:22]=[CH:21][C:20]=1[OH:29])(=[O:18])=[O:17])[CH2:2][CH2:41][CH3:42]. (10) Given the reactants [CH2:1]([O:4][CH:5]1[CH:10]([C:11]2[CH:16]=[CH:15][C:14]([O:17][CH2:18][CH2:19][CH2:20][O:21][CH2:22][C:23]3[CH:28]=[CH:27][CH:26]=[CH:25][C:24]=3[O:29][CH3:30])=[CH:13][CH:12]=2)[CH2:9][CH2:8][N:7]([C:31]([O:33][C:34]([CH3:37])([CH3:36])[CH3:35])=[O:32])[CH2:6]1)[CH:2]=C.I([O-])(=O)(=O)=[O:39].[Na+], predict the reaction product. The product is: [OH:39][CH2:2][CH2:1][O:4][CH:5]1[CH:10]([C:11]2[CH:12]=[CH:13][C:14]([O:17][CH2:18][CH2:19][CH2:20][O:21][CH2:22][C:23]3[CH:28]=[CH:27][CH:26]=[CH:25][C:24]=3[O:29][CH3:30])=[CH:15][CH:16]=2)[CH2:9][CH2:8][N:7]([C:31]([O:33][C:34]([CH3:36])([CH3:35])[CH3:37])=[O:32])[CH2:6]1.